From a dataset of Drug-target binding data from BindingDB using Ki measurements. Regression. Given a target protein amino acid sequence and a drug SMILES string, predict the binding affinity score between them. We predict pKi (pKi = -log10(Ki in M); higher means stronger inhibition). Dataset: bindingdb_ki. (1) The compound is Cc1c(C=CCCCC(=O)N[C@H]2[C@@H](Sc3ccccc3)O[C@H](CO)[C@@H](O)[C@@H]2O)c(O)c2c(O)cccc2c1O. The target protein (P9WJN3) has sequence MSETPRLLFVHAHPDDESLSNGATIAHYTSRGAQVHVVTCTLGEEGEVIGDRWAQLTADHADQLGGYRIGELTAALRALGVSAPIYLGGAGRWRDSGMAGTDQRSQRRFVDADPRQTVGALVAIIRELRPHVVVTYDPNGGYGHPDHVHTHTVTTAAVAAAGVGSGTADHPGDPWTVPKFYWTVLGLSALISGARALVPDDLRPEWVLPRADEIAFGYSDDGIDAVVEADEQARAAKVAALAAHATQVVVGPTGRAAALSNNLALPILADEHYVLAGGSAGARDERGWETDLLAGLGFTASGT. The pKi is 4.8. (2) The compound is CN1C[C@H](CNC(=O)OCc2ccccc2)C[C@@H]2c3cccc4[nH]cc(c34)C[C@H]21. The target protein (P47898) has sequence MDLPVNLTSFSLSTPSPLETNHSLGKDDLRPSSPLLSVFGVLILTLLGFLVAATFAWNLLVLATILRVRTFHRVPHNLVASMAVSDVLVAALVMPLSLVHELSGRRWQLGRRLCQLWIACDVLCCTASIWNVTAIALDRYWSITRHMEYTLRTRKCVSNVMIALTWALSAVISLAPLLFGWGETYSEGSEECQVSREPSYAVFSTVGAFYLPLCVVLFVYWKIYKAAKFRVGSRKTNSVSPISEAVEVKDSAKQPQMVFTVRHATVTFQPEGDTWREQKEQRAALMVGILIGVFVLCWIPFFLTELISPLCSCDIPAIWKSIFLWLGYSNSFFNPLIYTAFNKNYNSAFKNFFSRQH. The pKi is 6.2.